Dataset: Forward reaction prediction with 1.9M reactions from USPTO patents (1976-2016). Task: Predict the product of the given reaction. (1) The product is: [CH:18]1[CH:17]=[N+:16]([CH:26]2[O:27][C@H:23]([CH2:22][O:39][P:40]([O-:43])([OH:42])=[O:41])[C@@H:24]([OH:38])[C@H:25]2[OH:37])[CH:15]=[C:14]([C:13]([NH2:21])=[O:20])[CH:19]=1.[C:13]([NH2:21])(=[O:20])[C:14]1[CH:19]=[CH:18][CH:17]=[N:16][CH:15]=1.[CH2:22]([O:39][P:40]([OH:43])([OH:42])=[O:41])[C@H:23]1[O:27][C@H:26]([O:28][P:29]([O:32][P:33]([OH:36])([OH:35])=[O:34])([OH:31])=[O:30])[C@H:25]([OH:37])[C@@H:24]1[OH:38]. Given the reactants C(O)C(N)(CO)CO.Cl.[Mg+2].[Cl-].[Cl-].[C:13]([NH2:21])(=[O:20])[C:14]1[CH:19]=[CH:18][CH:17]=[N:16][CH:15]=1.[CH2:22]([O:39][P:40]([OH:43])([OH:42])=[O:41])[C@H:23]1[O:27][C@H:26]([O:28][P:29]([O:32][P:33]([OH:36])([OH:35])=[O:34])([OH:31])=[O:30])[C@H:25]([OH:37])[C@@H:24]1[OH:38], predict the reaction product. (2) Given the reactants Br[C:2]1[N:6]2[CH:7]=[CH:8][C:9]([C:11]([F:14])([F:13])[F:12])=[N:10][C:5]2=[N:4][CH:3]=1.[O-]P([O-])([O-])=O.[K+].[K+].[K+].[N:23]#[N:24].CCO[C:28]([CH3:30])=O, predict the reaction product. The product is: [N:23]1[N:24]=[CH:5][N:6]([C:7]2[CH:8]=[C:9]([C:2]3[N:6]4[CH:7]=[CH:8][C:9]([C:11]([F:14])([F:13])[F:12])=[N:10][C:5]4=[N:4][CH:3]=3)[CH:11]=[CH:28][CH:30]=2)[CH:2]=1. (3) Given the reactants C([O:3][C:4]([C:6]1[N:7]([CH2:20][C:21]2[CH:26]=[CH:25][C:24]([NH2:27])=[CH:23][CH:22]=2)[C:8]2[C:13]([C:14]=1[C:15]1[S:16][CH:17]=[CH:18][CH:19]=1)=[CH:12][CH:11]=[CH:10][CH:9]=2)=[O:5])C.[C:28]1([S:34](Cl)(=[O:36])=[O:35])[CH:33]=[CH:32][CH:31]=[CH:30][CH:29]=1, predict the reaction product. The product is: [C:28]1([S:34]([NH:27][C:24]2[CH:25]=[CH:26][C:21]([CH2:20][N:7]3[C:8]4[C:13](=[CH:12][CH:11]=[CH:10][CH:9]=4)[C:14]([C:15]4[S:16][CH:17]=[CH:18][CH:19]=4)=[C:6]3[C:4]([OH:3])=[O:5])=[CH:22][CH:23]=2)(=[O:36])=[O:35])[CH:33]=[CH:32][CH:31]=[CH:30][CH:29]=1. (4) Given the reactants [Cl:1][C:2]1[C:10]2[C:5](=[CH:6][C:7]([F:34])=[C:8]([CH2:11][NH:12][C:13](=[O:33])[C:14]3[CH:19]=[CH:18][N:17]=[C:16]([CH2:20][C:21]4[CH:22]=[C:23]5[C:28](=[CH:29][CH:30]=4)[N:27]=[C:26]([C:31]#[N:32])[CH:25]=[CH:24]5)[CH:15]=3)[CH:9]=2)[NH:4][CH:3]=1.[OH2:35].[OH-].[NH4+].OO, predict the reaction product. The product is: [Cl:1][C:2]1[C:10]2[C:5](=[CH:6][C:7]([F:34])=[C:8]([CH2:11][NH:12][C:13]([C:14]3[CH:19]=[CH:18][N:17]=[C:16]([CH2:20][C:21]4[CH:22]=[C:23]5[C:28](=[CH:29][CH:30]=4)[N:27]=[C:26]([C:31]([NH2:32])=[O:35])[CH:25]=[CH:24]5)[CH:15]=3)=[O:33])[CH:9]=2)[NH:4][CH:3]=1. (5) Given the reactants [C:1]([NH:5][S:6]([C:9]1[C:10]([C:15]2[CH:20]=[CH:19][CH:18]=[C:17]([NH2:21])[CH:16]=2)=[CH:11][CH:12]=[CH:13][CH:14]=1)(=[O:8])=[O:7])([CH3:4])([CH3:3])[CH3:2].[CH3:22][C:23]1[C:28]([OH:29])=[C:27]([CH:30]=O)[C:26]([CH2:32][OH:33])=[CH:25][N:24]=1.Cl, predict the reaction product. The product is: [C:1]([NH:5][S:6]([C:9]1[C:10]([C:15]2[CH:20]=[CH:19][CH:18]=[C:17]([NH:21][CH2:30][C:27]3[C:26]([CH2:32][OH:33])=[CH:25][N:24]=[C:23]([CH3:22])[C:28]=3[OH:29])[CH:16]=2)=[CH:11][CH:12]=[CH:13][CH:14]=1)(=[O:8])=[O:7])([CH3:4])([CH3:2])[CH3:3]. (6) Given the reactants [BH4-].[Na+].[Sn:3](I)([CH2:14][CH2:15][CH2:16][CH3:17])([CH2:10][CH2:11][CH2:12][CH3:13])[C:4]1[CH:9]=[CH:8][CH:7]=[CH:6][CH:5]=1, predict the reaction product. The product is: [CH2:10]([SnH:3]([CH2:14][CH2:15][CH2:16][CH3:17])[C:4]1[CH:9]=[CH:8][CH:7]=[CH:6][CH:5]=1)[CH2:11][CH2:12][CH3:13]. (7) Given the reactants [CH3:1][C:2]1[CH:16]=[CH:15][C:5]([C:6]([C:8]2[CH:13]=[CH:12][C:11]([CH3:14])=[CH:10][CH:9]=2)=O)=[CH:4][CH:3]=1.O1CCCC1.[CH:22]1([Na])[CH:26]=[CH:25][CH:24]=[CH:23]1.Cl, predict the reaction product. The product is: [C:11]1([CH3:14])[CH:12]=[CH:13][C:8]([C:6]([C:5]2[CH:15]=[CH:16][C:2]([CH3:1])=[CH:3][CH:4]=2)=[C:25]2[CH:24]=[CH:23][CH:22]=[CH:26]2)=[CH:9][CH:10]=1.